This data is from Catalyst prediction with 721,799 reactions and 888 catalyst types from USPTO. The task is: Predict which catalyst facilitates the given reaction. Reactant: [Cl:1][C:2]1[CH:3]=[C:4]([C:8]2[N:9]=[C:10]([C:23](OCC)=[O:24])[S:11][C:12]=2[C:13]2[CH:18]=[CH:17][C:16](=[O:19])[N:15]([CH:20]([CH3:22])[CH3:21])[N:14]=2)[CH:5]=[CH:6][CH:7]=1.[CH:28]1([NH2:31])[CH2:30][CH2:29]1. Product: [Cl:1][C:2]1[CH:3]=[C:4]([C:8]2[N:9]=[C:10]([C:23]([NH:31][CH:28]3[CH2:30][CH2:29]3)=[O:24])[S:11][C:12]=2[C:13]2[CH:18]=[CH:17][C:16](=[O:19])[N:15]([CH:20]([CH3:21])[CH3:22])[N:14]=2)[CH:5]=[CH:6][CH:7]=1. The catalyst class is: 12.